Dataset: Peptide-MHC class I binding affinity with 185,985 pairs from IEDB/IMGT. Task: Regression. Given a peptide amino acid sequence and an MHC pseudo amino acid sequence, predict their binding affinity value. This is MHC class I binding data. (1) The peptide sequence is STMSLVMAWR. The MHC is HLA-A68:01 with pseudo-sequence HLA-A68:01. The binding affinity (normalized) is 0.704. (2) The peptide sequence is LLFRMILNY. The MHC is HLA-A02:12 with pseudo-sequence HLA-A02:12. The binding affinity (normalized) is 0.0847. (3) The peptide sequence is FYVVSFRRDPL. The MHC is H-2-Kd with pseudo-sequence H-2-Kd. The binding affinity (normalized) is 0.382. (4) The peptide sequence is NVSIPWTHK. The MHC is Patr-A0101 with pseudo-sequence Patr-A0101. The binding affinity (normalized) is 0.119. (5) The peptide sequence is GMRDVSFEL. The MHC is HLA-A24:03 with pseudo-sequence HLA-A24:03. The binding affinity (normalized) is 0.0847.